This data is from Catalyst prediction with 721,799 reactions and 888 catalyst types from USPTO. The task is: Predict which catalyst facilitates the given reaction. (1) The catalyst class is: 2. Product: [Br:1][C:2]1[C:3]([NH:18][CH:19]([CH3:21])[CH3:20])=[N:4][C:5]([NH:8][C:9]2[CH:10]=[CH:11][C:12]([S:15]([CH3:17])(=[NH:22])=[O:16])=[CH:13][CH:14]=2)=[N:6][CH:7]=1. Reactant: [Br:1][C:2]1[C:3]([NH:18][CH:19]([CH3:21])[CH3:20])=[N:4][C:5]([NH:8][C:9]2[CH:14]=[CH:13][C:12]([S:15]([CH3:17])=[O:16])=[CH:11][CH:10]=2)=[N:6][CH:7]=1.[N-:22]=[N+]=[N-].[Na+].S(=O)(=O)(O)O.[OH-].[Na+]. (2) Reactant: C(O)C.[C:4]1([C:10](=O)[C:11](=O)[CH3:12])[CH:9]=[CH:8][CH:7]=[CH:6][CH:5]=1.[CH2:15]([NH2:18])[CH2:16][NH2:17].[OH-].[K+].[CH3:21][C:22]([CH3:24])=O. Product: [CH:22]([C:16]1[N:17]=[C:11]([CH3:12])[C:10]([C:4]2[CH:9]=[CH:8][CH:7]=[CH:6][CH:5]=2)=[N:18][CH:15]=1)([CH3:24])[CH3:21]. The catalyst class is: 6. (3) Reactant: [Cl:1][C:2]1[CH:3]=[C:4]([CH2:9][N:10]2[C:14]([CH3:15])=[C:13]([C:16]([OH:18])=O)[N:12]=[N:11]2)[CH:5]=[CH:6][C:7]=1[Cl:8].[O:19]1[CH2:24][CH2:23][CH2:22][CH2:21][CH:20]1[O:25][CH2:26][CH2:27][O:28][C:29]1[CH:35]=[CH:34][C:32]([NH2:33])=[CH:31][CH:30]=1.CN(C(ON1N=NC2C=CC=NC1=2)=[N+](C)C)C.F[P-](F)(F)(F)(F)F.CCN(CC)CC. Product: [Cl:1][C:2]1[CH:3]=[C:4]([CH2:9][N:10]2[C:14]([CH3:15])=[C:13]([C:16]([NH:33][C:32]3[CH:34]=[CH:35][C:29]([O:28][CH2:27][CH2:26][O:25][CH:20]4[CH2:21][CH2:22][CH2:23][CH2:24][O:19]4)=[CH:30][CH:31]=3)=[O:18])[N:12]=[N:11]2)[CH:5]=[CH:6][C:7]=1[Cl:8]. The catalyst class is: 3. (4) Reactant: [Cl:1][C:2]1[CH:3]=[C:4]([NH:19][C:20]2[C:30]3[CH:29]=[C:28]([CH2:31]O)[CH2:27][CH2:26][NH:25][C:24]=3[N:23]=[CH:22][N:21]=2)[CH:5]=[CH:6][C:7]=1[O:8][C:9]1[CH:14]=[CH:13][CH:12]=[C:11]([C:15]([F:18])([F:17])[F:16])[CH:10]=1.[CH3:33][O:34][CH2:35][CH2:36][NH:37][S:38]([C:41]1[CH:46]=[CH:45][CH:44]=[CH:43][C:42]=1[N+:47]([O-:49])=[O:48])(=[O:40])=[O:39].C1(P(C2C=CC=CC=2)C2C=CC=CC=2)C=CC=CC=1.N(C(OC(C)C)=O)=NC(OC(C)C)=O. Product: [Cl:1][C:2]1[CH:3]=[C:4]([NH:19][C:20]2[C:30]3[CH:29]=[C:28]([CH2:31][N:37]([CH2:36][CH2:35][O:34][CH3:33])[S:38]([C:41]4[CH:46]=[CH:45][CH:44]=[CH:43][C:42]=4[N+:47]([O-:49])=[O:48])(=[O:40])=[O:39])[CH2:27][CH2:26][NH:25][C:24]=3[N:23]=[CH:22][N:21]=2)[CH:5]=[CH:6][C:7]=1[O:8][C:9]1[CH:14]=[CH:13][CH:12]=[C:11]([C:15]([F:17])([F:18])[F:16])[CH:10]=1. The catalyst class is: 7.